Dataset: CYP2C9 inhibition data for predicting drug metabolism from PubChem BioAssay. Task: Regression/Classification. Given a drug SMILES string, predict its absorption, distribution, metabolism, or excretion properties. Task type varies by dataset: regression for continuous measurements (e.g., permeability, clearance, half-life) or binary classification for categorical outcomes (e.g., BBB penetration, CYP inhibition). Dataset: cyp2c9_veith. (1) The drug is Cc1c(Br)c([N+](=O)[O-])nn1C(C)C(=O)Nc1nccs1. The result is 1 (inhibitor). (2) The molecule is CC(=O)OC[C@@H]1O[C@H](C/C=N\O[C@@H](C)CN2CCCc3nc(C)c(C)cc32)C=C[C@@H]1OC(C)=O. The result is 0 (non-inhibitor). (3) The drug is CCCCNc1nc(-c2ccccc2)c(C(=O)OCC)cc1C#N. The result is 1 (inhibitor). (4) The molecule is C[C@H](CC(=O)O)C(C(=O)O)C(=O)O. The result is 0 (non-inhibitor). (5) The compound is O=[N+]([O-])c1ccc2c(c1)S(=O)c1ccccc1-2. The result is 0 (non-inhibitor). (6) The compound is Nc1[nH]c(=O)ncc1F. The result is 0 (non-inhibitor). (7) The molecule is C=C1c2cccc(O)c2C(O)=C2C(=O)[C@@]3(O)C(O)=C(C(N)=O)C(=O)[C@@H](N(C)C)[C@@H]3[C@@H](O)[C@H]12. The result is 0 (non-inhibitor).